From a dataset of Full USPTO retrosynthesis dataset with 1.9M reactions from patents (1976-2016). Predict the reactants needed to synthesize the given product. (1) Given the product [Cl:25][CH2:21][C:18]1[CH:17]=[CH:16][C:15]([O:14][CH2:13][C:3]2[N:4]=[C:5]([C:7]3[CH:12]=[CH:11][CH:10]=[CH:9][CH:8]=3)[S:6][C:2]=2[CH3:1])=[N:20][CH:19]=1, predict the reactants needed to synthesize it. The reactants are: [CH3:1][C:2]1[S:6][C:5]([C:7]2[CH:12]=[CH:11][CH:10]=[CH:9][CH:8]=2)=[N:4][C:3]=1[CH2:13][O:14][C:15]1[N:20]=[CH:19][C:18]([CH2:21]O)=[CH:17][CH:16]=1.S(Cl)([Cl:25])=O. (2) Given the product [CH:1]1([CH2:7][N:8]([CH2:9][CH2:10][C:11]2[CH:16]=[CH:15][C:14]([CH2:17][N:18]3[CH2:22][CH2:21][CH2:20][CH2:19]3)=[CH:13][CH:12]=2)[C:36]([C:33]2[CH:32]=[CH:31][C:30]([C:27]3[CH:28]=[CH:29][C:24]([Cl:23])=[CH:25][CH:26]=3)=[CH:35][CH:34]=2)=[O:37])[CH2:6][CH2:5][CH:4]=[CH:3][CH2:2]1, predict the reactants needed to synthesize it. The reactants are: [CH:1]1([CH2:7][NH:8][CH2:9][CH2:10][C:11]2[CH:16]=[CH:15][C:14]([CH2:17][N:18]3[CH2:22][CH2:21][CH2:20][CH2:19]3)=[CH:13][CH:12]=2)[CH2:6][CH2:5][CH:4]=[CH:3][CH2:2]1.[Cl:23][C:24]1[CH:29]=[CH:28][C:27]([C:30]2[CH:35]=[CH:34][C:33]([C:36](O)=[O:37])=[CH:32][CH:31]=2)=[CH:26][CH:25]=1. (3) The reactants are: [CH3:1][O:2][CH2:3][CH2:4][O:5][CH2:6][CH2:7]O.[CH2:9]([O:16][C:17]1[CH:26]=[CH:25][CH:24]=[C:23]2[C:18]=1[CH2:19][CH2:20][CH2:21][CH:22]2[C:27]([N:29]([C:36]1[CH:37]=[N:38][C:39]([CH:42]([CH3:44])[CH3:43])=[CH:40][CH:41]=1)[CH2:30][C:31]1[CH:32]=[N:33][NH:34][CH:35]=1)=[O:28])[C:10]1[CH:15]=[CH:14][CH:13]=[CH:12][CH:11]=1. Given the product [CH2:9]([O:16][C:17]1[CH:26]=[CH:25][CH:24]=[C:23]2[C:18]=1[CH2:19][CH2:20][CH2:21][CH:22]2[C:27]([N:29]([C:36]1[CH:37]=[N:38][C:39]([CH:42]([CH3:44])[CH3:43])=[CH:40][CH:41]=1)[CH2:30][C:31]1[CH:32]=[N:33][N:34]([CH2:7][CH2:6][O:5][CH2:4][CH2:3][O:2][CH3:1])[CH:35]=1)=[O:28])[C:10]1[CH:15]=[CH:14][CH:13]=[CH:12][CH:11]=1, predict the reactants needed to synthesize it. (4) The reactants are: CO.[CH:3]1([S:6]([NH:9][C:10]([C@@:12]2([NH:17][C:18](=[O:24])[O:19][C:20]([CH3:23])([CH3:22])[CH3:21])[CH2:14][C@H:13]2[CH:15]=[CH2:16])=[O:11])(=[O:8])=[O:7])[CH2:5][CH2:4]1.CCCCCCC. Given the product [CH:3]1([S:6]([NH:9][C:10]([C@@:12]2([NH:17][C:18](=[O:24])[O:19][C:20]([CH3:23])([CH3:22])[CH3:21])[CH2:14][C@H:13]2[CH2:15][CH3:16])=[O:11])(=[O:8])=[O:7])[CH2:5][CH2:4]1, predict the reactants needed to synthesize it. (5) Given the product [O:3]1[C:8]2=[CH:9][CH:10]=[CH:11][C:7]2=[CH:6][C:5]([CH:12]2[CH2:17][CH2:16][CH2:15][CH2:14][N:13]2[CH2:18][CH2:19][C@H:20]2[CH2:21][CH2:22][C@H:23]([NH:26][C:31](=[O:32])[CH2:30][CH2:29][CH:28]([CH3:34])[CH3:27])[CH2:24][CH2:25]2)=[CH:4]1, predict the reactants needed to synthesize it. The reactants are: Cl.Cl.[O:3]1[C:8]2=[CH:9][CH:10]=[CH:11][C:7]2=[CH:6][C:5]([CH:12]2[CH2:17][CH2:16][CH2:15][CH2:14][N:13]2[CH2:18][CH2:19][C@H:20]2[CH2:25][CH2:24][C@H:23]([NH2:26])[CH2:22][CH2:21]2)=[CH:4]1.[CH3:27][CH:28]([CH3:34])[CH2:29][CH2:30][C:31](O)=[O:32]. (6) Given the product [C:14]([N:21]1[CH2:22][CH2:23][N:24]([C:12]([NH:11][C:6]2[CH:7]=[CH:8][CH:9]=[CH:10][C:5]=2[C:3]([O:2][CH3:1])=[O:4])=[O:13])[CH2:25][CH2:26]1)([O:16][C:17]([CH3:20])([CH3:19])[CH3:18])=[O:15], predict the reactants needed to synthesize it. The reactants are: [CH3:1][O:2][C:3]([C:5]1[CH:10]=[CH:9][CH:8]=[CH:7][C:6]=1[N:11]=[C:12]=[O:13])=[O:4].[C:14]([N:21]1[CH2:26][CH2:25][NH:24][CH2:23][CH2:22]1)([O:16][C:17]([CH3:20])([CH3:19])[CH3:18])=[O:15]. (7) Given the product [NH2:7][C@H:8]([CH2:25][C:26]1[CH:31]=[CH:30][CH:29]=[CH:28][N:27]=1)[C:9]([N:11]1[CH2:12][CH2:13][N:14]([C:17]2[CH:22]=[CH:21][CH:20]=[CH:19][C:18]=2[O:23][CH3:24])[CH2:15][CH2:16]1)=[O:10], predict the reactants needed to synthesize it. The reactants are: C(OC(=O)[NH:7][C@H:8]([CH2:25][C:26]1[CH:31]=[CH:30][CH:29]=[CH:28][N:27]=1)[C:9]([N:11]1[CH2:16][CH2:15][N:14]([C:17]2[CH:22]=[CH:21][CH:20]=[CH:19][C:18]=2[O:23][CH3:24])[CH2:13][CH2:12]1)=[O:10])(C)(C)C.Cl. (8) Given the product [O:24]=[S:16]1(=[O:25])[C:17]2[CH:23]=[CH:22][CH:21]=[CH:20][C:18]=2[CH2:19][N:13]([C:4]2[CH:3]=[C:2]([NH:31][C@@H:27]3[CH2:28][CH2:29][CH2:30][C@H:26]3[NH2:32])[C:11]3[C:6](=[CH:7][CH:8]=[C:9]([CH3:12])[CH:10]=3)[N:5]=2)[CH2:14][CH2:15]1, predict the reactants needed to synthesize it. The reactants are: Cl[C:2]1[C:11]2[C:6](=[CH:7][CH:8]=[C:9]([CH3:12])[CH:10]=2)[N:5]=[C:4]([N:13]2[CH2:19][C:18]3[CH:20]=[CH:21][CH:22]=[CH:23][C:17]=3[S:16](=[O:25])(=[O:24])[CH2:15][CH2:14]2)[CH:3]=1.[C@@H:26]1([NH2:32])[CH2:30][CH2:29][CH2:28][C@H:27]1[NH2:31]. (9) Given the product [CH3:2][O:3][C:4](=[O:17])[C:5]1[CH:6]=[CH:7][C:8]([CH:11]2[CH2:16][CH2:15][CH2:14][CH2:13][N:12]2[C:26]([O:28][C:29]([CH3:32])([CH3:31])[CH3:30])=[O:25])=[CH:9][CH:10]=1, predict the reactants needed to synthesize it. The reactants are: Cl.[CH3:2][O:3][C:4](=[O:17])[C:5]1[CH:10]=[CH:9][C:8]([CH:11]2[CH2:16][CH2:15][CH2:14][CH2:13][NH:12]2)=[CH:7][CH:6]=1.C(N(CC)CC)C.[O:25](C(OC(C)(C)C)=O)[C:26]([O:28][C:29]([CH3:32])([CH3:31])[CH3:30])=O.